Dataset: Forward reaction prediction with 1.9M reactions from USPTO patents (1976-2016). Task: Predict the product of the given reaction. (1) Given the reactants C(O[C:4]([C:6]1[CH:11]=[C:10]([C:12]#[N:13])[CH:9]=[C:8]([CH3:14])[N:7]=1)=[O:5])C.[CH3:15][C:16]1[CH:17]=[C:18]([CH:20]=[CH:21][CH:22]=1)[NH2:19], predict the reaction product. The product is: [C:16]1([CH3:15])[CH:22]=[CH:21][CH:20]=[C:18]([NH:19][C:4]([C:6]2[CH:11]=[C:10]([C:12]#[N:13])[CH:9]=[C:8]([CH3:14])[N:7]=2)=[O:5])[CH:17]=1. (2) Given the reactants P(=O)(O)(O)O.N(CCO)(CCO)CCO.CO[CH:18]([O:24]C)[C:19]([CH3:23])=[CH:20][CH2:21][CH3:22].[CH3:26][C:27]([CH3:31])=[CH:28][CH2:29]O, predict the reaction product. The product is: [CH3:23][C:19](=[CH:20][CH:21]([CH3:22])[CH2:29][CH:28]=[C:27]([CH3:31])[CH3:26])[CH:18]=[O:24]. (3) Given the reactants C[N:2]([CH:4]=[N:5][C:6](=[O:18])[C:7]1[CH:12]=[C:11]([CH2:13][CH3:14])[C:10]([O:15][CH3:16])=[N:9][C:8]=1[CH3:17])C.Cl.NO.[OH-].[Na+].C(O)(=O)C, predict the reaction product. The product is: [CH2:13]([C:11]1[C:10]([O:15][CH3:16])=[N:9][C:8]([CH3:17])=[C:7]([C:6]2[O:18][N:2]=[CH:4][N:5]=2)[CH:12]=1)[CH3:14]. (4) Given the reactants [NH2:1][CH:2]([CH2:12][C:13]1[CH:26]=[CH:25][C:16]2[O:17][C:18]([F:24])([F:23])[C:19]([F:22])([F:21])[O:20][C:15]=2[CH:14]=1)[CH:3]([C:5]1[CH:10]=[CH:9][C:8]([F:11])=[CH:7][CH:6]=1)[OH:4].[F:27][C:28]1[C:37]2[C:32](=[CH:33][CH:34]=[CH:35][CH:36]=2)[C:31]([C:38](O)=[O:39])=[CH:30][CH:29]=1.Cl.C(N=C=NCCCN(C)C)C.O.ON1C2C=CC=CC=2N=N1, predict the reaction product. The product is: [F:27][C:28]1[C:37]2[C:32](=[CH:33][CH:34]=[CH:35][CH:36]=2)[C:31]([C:38]([NH:1][CH:2]([CH2:12][C:13]2[CH:26]=[CH:25][C:16]3[O:17][C:18]([F:24])([F:23])[C:19]([F:22])([F:21])[O:20][C:15]=3[CH:14]=2)[CH:3]([C:5]2[CH:6]=[CH:7][C:8]([F:11])=[CH:9][CH:10]=2)[OH:4])=[O:39])=[CH:30][CH:29]=1.